This data is from Reaction yield outcomes from USPTO patents with 853,638 reactions. The task is: Predict the reaction yield, written as a fraction of the theoretical maximum amount of product (1.0 means a 100% yield; for example, 0.34 means a 34% yield). (1) The reactants are CCCC[N+:5](CCCC)(CCCC)CCCC.[F-].[C:19]([C:23]1[CH:24]=[C:25]([NH:35][C:36]([NH:38][C@@H:39]2[C:48]3[C:43](=[CH:44][CH:45]=[CH:46][CH:47]=3)[C@H:42]([O:49][C:50]3[CH:51]=[CH:52][C:53]4[N:54]([C:56]([N:59]5[CH2:64][CH2:63][CH:62]([O:65][Si](C(C)C)(C(C)C)C(C)C)[CH2:61][CH2:60]5)=[N:57][N:58]=4)[CH:55]=3)[CH2:41][CH2:40]2)=[O:37])[N:26]([C:28]2[CH:33]=[CH:32][C:31]([CH3:34])=[CH:30][CH:29]=2)[N:27]=1)([CH3:22])([CH3:21])[CH3:20]. The catalyst is C1COCC1. The product is [NH4+:5].[OH-:37].[C:19]([C:23]1[CH:24]=[C:25]([NH:35][C:36]([NH:38][C@@H:39]2[C:48]3[C:43](=[CH:44][CH:45]=[CH:46][CH:47]=3)[C@H:42]([O:49][C:50]3[CH:51]=[CH:52][C:53]4[N:54]([C:56]([N:59]5[CH2:64][CH2:63][CH:62]([OH:65])[CH2:61][CH2:60]5)=[N:57][N:58]=4)[CH:55]=3)[CH2:41][CH2:40]2)=[O:37])[N:26]([C:28]2[CH:33]=[CH:32][C:31]([CH3:34])=[CH:30][CH:29]=2)[N:27]=1)([CH3:22])([CH3:20])[CH3:21]. The yield is 0.00100. (2) The reactants are [NH2:1][C:2]1[N:7]=[CH:6][C:5]([C:8]#[CH:9])=[CH:4][N:3]=1.I[C:11]1[CH:12]=[C:13]([CH:17]=[CH:18][CH:19]=1)[C:14]([OH:16])=[O:15].C(N(CC)CC)C. The catalyst is CN(C=O)C.[Cu](I)I. The product is [NH2:1][C:2]1[N:7]=[CH:6][C:5]([C:8]#[C:9][C:11]2[CH:12]=[C:13]([CH:17]=[CH:18][CH:19]=2)[C:14]([OH:16])=[O:15])=[CH:4][N:3]=1. The yield is 0.960. (3) The reactants are ClN1C(=O)CCC1=O.[F:9][C:10]1[CH:11]=[CH:12][C:13]([CH:16]=[N:17][OH:18])=[N:14][CH:15]=1.CN([CH:22]=[CH:23][C:24]([O:26][CH2:27][CH3:28])=[O:25])C.C(N(CC)CC)C.Cl. The catalyst is CN(C=O)C.C(Cl)(Cl)Cl. The product is [CH2:27]([O:26][C:24]([C:23]1[C:16]([C:13]2[CH:12]=[CH:11][C:10]([F:9])=[CH:15][N:14]=2)=[N:17][O:18][CH:22]=1)=[O:25])[CH3:28]. The yield is 0.720. (4) The reactants are [Br:1][C:2]1[C:3]([Cl:20])=[C:4]([O:10][C:11]2[CH:12]=[C:13]([CH:16]=[C:17]([Cl:19])[CH:18]=2)[C:14]#[N:15])[C:5]([F:9])=[C:6]([CH3:8])[CH:7]=1.C1C(=O)N([Br:28])C(=O)C1. The catalyst is C(Cl)(Cl)(Cl)Cl. The product is [Br:1][C:2]1[C:3]([Cl:20])=[C:4]([O:10][C:11]2[CH:12]=[C:13]([CH:16]=[C:17]([Cl:19])[CH:18]=2)[C:14]#[N:15])[C:5]([F:9])=[C:6]([CH2:8][Br:28])[CH:7]=1. The yield is 0.220.